Dataset: Retrosynthesis with 50K atom-mapped reactions and 10 reaction types from USPTO. Task: Predict the reactants needed to synthesize the given product. Given the product O=C(c1ccccc1)N1CCC(CO)CC1, predict the reactants needed to synthesize it. The reactants are: O=C(Cl)c1ccccc1.OCC1CCNCC1.